Dataset: Forward reaction prediction with 1.9M reactions from USPTO patents (1976-2016). Task: Predict the product of the given reaction. (1) Given the reactants [Br:1][C:2]1[CH:10]=[CH:9][C:5]([C:6]([OH:8])=O)=[C:4]([CH3:11])[CH:3]=1.[NH:12]([C:14]([O:16][C:17]([CH3:20])([CH3:19])[CH3:18])=[O:15])[NH2:13].C(Cl)CCl.C1C=NC2N(O)N=NC=2C=1.CCN(C(C)C)C(C)C, predict the reaction product. The product is: [Br:1][C:2]1[CH:10]=[CH:9][C:5]([C:6]([NH:13][NH:12][C:14]([O:16][C:17]([CH3:20])([CH3:19])[CH3:18])=[O:15])=[O:8])=[C:4]([CH3:11])[CH:3]=1. (2) Given the reactants [F:1][C:2]1[CH:8]=[C:7]([S:9][C:10]([F:15])([F:14])[CH:11]([F:13])[F:12])[CH:6]=[CH:5][C:3]=1[NH2:4].[CH2:16]=O.C[O-].[Na+].CO, predict the reaction product. The product is: [F:1][C:2]1[CH:8]=[C:7]([S:9][C:10]([F:15])([F:14])[CH:11]([F:12])[F:13])[CH:6]=[CH:5][C:3]=1[NH:4][CH3:16]. (3) Given the reactants [CH3:1][N:2]1[CH:6]=[N:5][N:4]=[N:3]1.C([Mg]Cl)(C)C.CON(C)[C:15](=[O:25])[C:16]1[CH:21]=[CH:20][CH:19]=[C:18]([CH2:22][O:23][CH3:24])[CH:17]=1.Cl, predict the reaction product. The product is: [CH3:24][O:23][CH2:22][C:18]1[CH:17]=[C:16]([C:15]([C:6]2[N:2]([CH3:1])[N:3]=[N:4][N:5]=2)=[O:25])[CH:21]=[CH:20][CH:19]=1. (4) Given the reactants [CH2:1]([C:3]1[C:4]([C:11]([O:13][CH2:14][C:15]2[CH:20]=[CH:19][CH:18]=[CH:17][CH:16]=2)=[O:12])=[C:5]([CH:9]=[O:10])[NH:6][C:7]=1I)[CH3:2].FC1C=CC(B(O)O)=CC=1.[C:31]([C:33]1[CH:38]=[CH:37][C:36](B(O)O)=[CH:35][CH:34]=1)#[N:32], predict the reaction product. The product is: [C:31]([C:33]1[CH:38]=[CH:37][C:36]([C:7]2[NH:6][C:5]([CH:9]=[O:10])=[C:4]([C:11]([O:13][CH2:14][C:15]3[CH:20]=[CH:19][CH:18]=[CH:17][CH:16]=3)=[O:12])[C:3]=2[CH2:1][CH3:2])=[CH:35][CH:34]=1)#[N:32]. (5) Given the reactants [Cl:1][CH2:2][C:3]1[C:12]2[C:7](=[C:8]([CH3:14])[C:9]([OH:13])=[CH:10][CH:11]=2)[O:6][C:5](=[O:15])[CH:4]=1.[S:16]([O-:19])([O-:18])=[O:17].[Na+:20].[Na+].[CH2:22](O)C, predict the reaction product. The product is: [Cl:1][CH2:2][C:3]1([CH2:22][S:16]([O-:19])(=[O:18])=[O:17])[C:12]2[C:7](=[C:8]([CH3:14])[C:9]([OH:13])=[CH:10][CH:11]=2)[O:6][C:5](=[O:15])[CH2:4]1.[Na+:20]. (6) The product is: [NH2:28][C:26]1[CH:25]=[CH:24][C:22]2[N:23]=[C:18]([C:15]3[C:16](=[O:17])[N:7]([CH2:6][C:5]4[CH:4]=[CH:3][C:2]([F:1])=[CH:36][CH:35]=4)[CH:8]4[CH:13]([C:14]=3[OH:33])[CH:12]3[O:34][CH:9]4[CH2:10][CH2:11]3)[N:19]=[S:20]([CH3:32])(=[O:31])[C:21]=2[CH:27]=1. Given the reactants [F:1][C:2]1[CH:36]=[CH:35][C:5]([CH2:6][N:7]2[C:16](=[O:17])[C:15]([C:18]3[N:19]=[S:20]([CH3:32])(=[O:31])[C:21]4[CH:27]=[C:26]([N+:28]([O-])=O)[CH:25]=[CH:24][C:22]=4[N:23]=3)=[C:14]([OH:33])[CH:13]3[CH:8]2[CH:9]2[O:34][CH:12]3[CH2:11][CH2:10]2)=[CH:4][CH:3]=1, predict the reaction product. (7) Given the reactants [N:1]1[N:5]2[C:6]([C:10]3[CH:11]=[C:12]([NH:16][C:17](=[O:28])[C:18]4[CH:23]=[CH:22][CH:21]=[C:20]([C:24]([F:27])([F:26])[F:25])[CH:19]=4)[CH:13]=[CH:14][CH:15]=3)=[CH:7][CH2:8][NH:9][C:4]2=[CH:3][CH:2]=1.C(N(C(C)C)CC)(C)C.[CH3:38][S:39](Cl)(=[O:41])=[O:40], predict the reaction product. The product is: [CH3:38][S:39]([N:9]1[CH2:8][CH:7]=[C:6]([C:10]2[CH:11]=[C:12]([NH:16][C:17](=[O:28])[C:18]3[CH:23]=[CH:22][CH:21]=[C:20]([C:24]([F:25])([F:26])[F:27])[CH:19]=3)[CH:13]=[CH:14][CH:15]=2)[N:5]2[N:1]=[CH:2][CH:3]=[C:4]12)(=[O:41])=[O:40]. (8) Given the reactants Br[C:2]1[CH:7]=[CH:6][C:5]([CH2:8][C:9]#[N:10])=[CH:4][CH:3]=1.[F:11][C:12]([F:27])([F:26])[C:13]1[CH:14]=[C:15](B(O)O)[CH:16]=[C:17]([C:19]([F:22])([F:21])[F:20])[CH:18]=1.C(=O)([O-])[O-].[K+].[K+], predict the reaction product. The product is: [F:11][C:12]([F:26])([F:27])[C:13]1[CH:14]=[C:15]([C:2]2[CH:7]=[CH:6][C:5]([CH2:8][C:9]#[N:10])=[CH:4][CH:3]=2)[CH:16]=[C:17]([C:19]([F:20])([F:21])[F:22])[CH:18]=1. (9) Given the reactants [Cl:1][C:2]1[CH:3]=[C:4]([N+:9]([O-:11])=[O:10])[CH:5]=[CH:6][C:7]=1F.Cl.[CH3:13][NH:14][CH3:15].C([O-])([O-])=O.[K+].[K+], predict the reaction product. The product is: [Cl:1][C:2]1[CH:3]=[C:4]([N+:9]([O-:11])=[O:10])[CH:5]=[CH:6][C:7]=1[N:14]([CH3:15])[CH3:13]. (10) Given the reactants [N+:1]([C:4]1[CH:5]=[C:6]([CH:10]=[C:11]([C:13]([F:16])([F:15])[F:14])[CH:12]=1)[C:7]([OH:9])=O)([O-:3])=[O:2].[CH3:17][O:18][CH2:19][CH2:20][NH2:21].CCN=C=NCCCN(C)C, predict the reaction product. The product is: [CH3:17][O:18][CH2:19][CH2:20][NH:21][C:7](=[O:9])[C:6]1[CH:10]=[C:11]([C:13]([F:16])([F:15])[F:14])[CH:12]=[C:4]([N+:1]([O-:3])=[O:2])[CH:5]=1.